From a dataset of Full USPTO retrosynthesis dataset with 1.9M reactions from patents (1976-2016). Predict the reactants needed to synthesize the given product. Given the product [C:2]1([C:8]23[CH2:9][CH2:10][C:11]([CH2:16][C:17]([O:19][CH3:20])=[O:18])([CH2:14][CH2:15]2)[CH2:12][CH2:13]3)[CH:3]=[CH:4][CH:5]=[CH:6][CH:7]=1, predict the reactants needed to synthesize it. The reactants are: Cl.[C:2]1([C:8]23[CH2:15][CH2:14][C:11]([CH2:16][C:17]([OH:19])=[O:18])([CH2:12][CH2:13]2)[CH2:10][CH2:9]3)[CH:7]=[CH:6][CH:5]=[CH:4][CH:3]=1.[CH3:20]O.